From a dataset of Catalyst prediction with 721,799 reactions and 888 catalyst types from USPTO. Predict which catalyst facilitates the given reaction. (1) Reactant: [Si:1]([O:18][CH2:19][C@H:20]([NH:23][S:24]([CH3:27])(=[O:26])=[O:25])[CH2:21]Cl)([C:14]([CH3:17])([CH3:16])[CH3:15])([C:8]1[CH:13]=[CH:12][CH:11]=[CH:10][CH:9]=1)[C:2]1[CH:7]=[CH:6][CH:5]=[CH:4][CH:3]=1.[Li+].CC([N-]C(C)C)C.Cl. Product: [Si:1]([O:18][CH2:19][C@H:20]1[CH2:21][CH2:27][S:24](=[O:26])(=[O:25])[NH:23]1)([C:14]([CH3:17])([CH3:16])[CH3:15])([C:8]1[CH:13]=[CH:12][CH:11]=[CH:10][CH:9]=1)[C:2]1[CH:7]=[CH:6][CH:5]=[CH:4][CH:3]=1. The catalyst class is: 1. (2) Reactant: [C@@H:1]1([NH:10][C:11]2[C:12]3[CH:19]=[CH:18][NH:17][C:13]=3[N:14]=[CH:15][N:16]=2)[C:9]2[C:4](=[CH:5][CH:6]=[CH:7][CH:8]=2)[CH2:3][CH2:2]1.[C:20]1([CH3:26])[CH:25]=[CH:24][CH:23]=CC=1.C(=O)([O-])[O-].[Cs+].[Cs+].CS(OC1CC=CC1)(=O)=O. Product: [CH:23]1([N:17]2[C:13]3[N:14]=[CH:15][N:16]=[C:11]([NH:10][C@@H:1]4[C:9]5[C:4](=[CH:5][CH:6]=[CH:7][CH:8]=5)[CH2:3][CH2:2]4)[C:12]=3[CH:19]=[CH:18]2)[CH2:24][CH:25]=[CH:20][CH2:26]1. The catalyst class is: 9.